From a dataset of Reaction yield outcomes from USPTO patents with 853,638 reactions. Predict the reaction yield, written as a fraction of the theoretical maximum amount of product (1.0 means a 100% yield; for example, 0.34 means a 34% yield). (1) The yield is 0.380. The product is [C:23]1([CH2:22][CH2:21][C@H:9]2[CH2:10][NH:11][CH2:12][CH2:13][NH:8]2)[C:32]2[C:27](=[CH:28][CH:29]=[CH:30][CH:31]=2)[CH:26]=[CH:25][CH:24]=1.[CH2:14]([N:11]1[CH2:12][CH2:13][NH:8][C@@H:9]([CH2:21][CH2:22][C:23]2[C:32]3[C:27](=[CH:28][CH:29]=[CH:30][CH:31]=3)[CH:26]=[CH:25][CH:24]=2)[CH2:10]1)[C:15]1[CH:16]=[CH:17][CH:18]=[CH:19][CH:20]=1.[CH2:1]([N:8]1[CH2:13][CH2:12][NH:11][CH2:10][C@@H:9]1[CH2:21][CH2:22][C:23]1[C:32]2[C:27](=[CH:28][CH:29]=[CH:30][CH:31]=2)[CH:26]=[CH:25][CH:24]=1)[C:2]1[CH:3]=[CH:4][CH:5]=[CH:6][CH:7]=1. The catalyst is C(O)C.[Pd]. The reactants are [CH2:1]([N:8]1[CH2:13][CH2:12][N:11]([CH2:14][C:15]2[CH:20]=[CH:19][CH:18]=[CH:17][CH:16]=2)[CH2:10][C@@H:9]1[CH2:21][CH2:22][C:23]1[C:32]2[C:27](=[CH:28][CH:29]=[CH:30][CH:31]=2)[CH:26]=[CH:25][CH:24]=1)[C:2]1[CH:7]=[CH:6][CH:5]=[CH:4][CH:3]=1.C([O-])=O.[NH4+]. (2) The reactants are C[O:2][C:3](=O)[CH:4]([C:9]1[CH:14]=[CH:13][C:12]([NH:15][C:16]([C:18]2[NH:19][CH:20]=[C:21]([C:23]#[N:24])[N:22]=2)=[O:17])=[C:11]([C:25]2[CH2:30][CH2:29][CH2:28][CH2:27][CH:26]=2)[CH:10]=1)[C:5](OC)=[O:6].[BH4-].[Na+].CO.C(O)(=O)CC(CC(O)=O)(C(O)=O)O. The catalyst is C(O)(C)(C)C.CCOC(C)=O. The product is [C:25]1([C:11]2[CH:10]=[C:9]([CH:4]([CH2:3][OH:2])[CH2:5][OH:6])[CH:14]=[CH:13][C:12]=2[NH:15][C:16]([C:18]2[NH:19][CH:20]=[C:21]([C:23]#[N:24])[N:22]=2)=[O:17])[CH2:30][CH2:29][CH2:28][CH2:27][CH:26]=1. The yield is 0.610. (3) The reactants are [F:1][C:2]1[CH:7]=[CH:6][C:5]([C:8]2[O:9][C:10]3[CH:20]=[CH:19][C:18]([O:21][CH2:22][C:23]([O:25]C)=[O:24])=[CH:17][C:11]=3[C:12]=2[C:13](=[O:16])[NH:14][CH3:15])=[CH:4][CH:3]=1.C[Si](C)(C)[O-].[K+].O1CCCC1.ClCCl.Cl. The catalyst is ClCCl.CO.O. The product is [F:1][C:2]1[CH:3]=[CH:4][C:5]([C:8]2[O:9][C:10]3[CH:20]=[CH:19][C:18]([O:21][CH2:22][C:23]([OH:25])=[O:24])=[CH:17][C:11]=3[C:12]=2[C:13](=[O:16])[NH:14][CH3:15])=[CH:6][CH:7]=1. The yield is 0.910.